From a dataset of Catalyst prediction with 721,799 reactions and 888 catalyst types from USPTO. Predict which catalyst facilitates the given reaction. Reactant: Cl[CH2:2][CH2:3][CH2:4][S:5]([O:8][CH2:9][C:10]([CH3:33])([CH3:32])[C@@H:11]([O:24][CH2:25][C:26]1[CH:31]=[CH:30][CH:29]=[CH:28][CH:27]=1)[C:12]([O:14][CH2:15][CH2:16][O:17][C:18]([O:20][CH:21]([CH3:23])[CH3:22])=[O:19])=[O:13])(=[O:7])=[O:6].[N-:34]=[N+:35]=[N-:36].[Na+]. Product: [N:34]([CH2:2][CH2:3][CH2:4][S:5]([O:8][CH2:9][C:10]([CH3:33])([CH3:32])[C@@H:11]([O:24][CH2:25][C:26]1[CH:31]=[CH:30][CH:29]=[CH:28][CH:27]=1)[C:12]([O:14][CH2:15][CH2:16][O:17][C:18]([O:20][CH:21]([CH3:23])[CH3:22])=[O:19])=[O:13])(=[O:7])=[O:6])=[N+:35]=[N-:36]. The catalyst class is: 16.